The task is: Predict the product of the given reaction.. This data is from Forward reaction prediction with 1.9M reactions from USPTO patents (1976-2016). (1) Given the reactants [F:1][C:2]1[CH:3]=[C:4]([C:28]2(O)[CH2:33][CH2:32][O:31][CH2:30][CH2:29]2)[CH:5]=[C:6]([O:8][CH2:9][C:10]2[CH:11]=[C:12]3[C:17](=[CH:18][CH:19]=2)[N:16]2[C:20]([CH2:24][CH:25]([CH3:27])[CH3:26])([CH3:23])[NH:21][N:22]=[C:15]2[CH:14]=[CH:13]3)[CH:7]=1.FC1C=C(C=C([C:62]2([O:68][CH3:69])CCOCC2)C=1)OCC1C=C2C(=CC=1)N1C(CC(C)C)(C)NN=C1C=C2.C(C1(C(F)(F)F)N2C3C(C=CC2NN1)=CC(C[O:86]C1C=C(C2(OC)CCOCC2)C=C(F)C=1)=CC=3)C.FC1C=C(C=C(C2(OC)CCOCC2)C=1)OCC1C=C2C(=CC=1)N1C(C)(C)NNC1C=C2.FC1C=C(C=C(C2(OC)CCOCC2)C=1)OCC1C=C2C(=CC=1)N1C(C3C=CC=CC=3)NNC1C=C2.FC1C=C(C=C(C2(OC)CCOCC2)C=1)OCC1C=C2C(=CC=1)N1C(C3SC=CN=3)NNC1C=C2.FC1C=C(C=C(C2(OC)CCOCC2)C=1)OCC1C=CC=C2C=1C=CC1N2C(CC(C)C)(C)NN=1, predict the reaction product. The product is: [CH3:69][O:68][C:62]([C:28]1([C:4]2[CH:5]=[C:6]([O:8][CH2:9][C:10]3[CH:11]=[C:12]4[C:17](=[CH:18][CH:19]=3)[N:16]3[C:20]([CH2:24][CH:25]([CH3:27])[CH3:26])([CH3:23])[NH:21][N:22]=[C:15]3[CH:14]=[CH:13]4)[CH:7]=[C:2]([F:1])[CH:3]=2)[CH2:33][CH2:32][O:31][CH2:30][CH2:29]1)=[O:86]. (2) Given the reactants [CH2:1]([C:8]1[N:12]([CH:13]([CH:23]2[CH2:28][CH2:27][CH2:26][CH2:25][CH2:24]2)[C:14]([NH:16][CH:17]2[CH2:22]C[CH2:20][CH2:19][CH2:18]2)=[O:15])[C:11]2[CH:29]=[C:30]([Cl:34])[C:31]([F:33])=[CH:32][C:10]=2[N:9]=1)[C:2]1[CH:7]=[CH:6][CH:5]=[CH:4][CH:3]=1.C1([CH:41]=[O:42])CCCCC1.C1C(C=O)=CC2[O:51][CH2:52][O:53]C=2C=1.[Cl:54]C1C=C(CC(O)=O)C=CC=1.COC(C1C=CC=CC=1)C(O)=O.C1([N+]#[C-])CCCCC1.C1([N+]#[C-])CCCC1, predict the reaction product. The product is: [Cl:54][C:28]1[C:23]([CH:13]([N:12]2[C:11]3[CH:29]=[C:30]([Cl:34])[C:31]([F:33])=[CH:32][C:10]=3[N:9]=[C:8]2[CH:1]([O:42][CH3:41])[C:2]2[CH:3]=[CH:4][CH:5]=[CH:6][CH:7]=2)[C:14]([NH:16][CH:17]2[CH2:18][CH2:19][CH2:20][CH2:22]2)=[O:15])=[CH:24][C:25]2[O:53][CH2:52][O:51][C:26]=2[CH:27]=1. (3) Given the reactants [CH3:1][CH:2]1[NH:7][CH:6]([CH3:8])[CH2:5][N:4]([C:9]([O:11][CH2:12][C:13]2[CH:18]=[CH:17][CH:16]=[CH:15][CH:14]=2)=[O:10])[CH2:3]1.C=O.[C:21](O)(=O)C.C(O[BH-](OC(=O)C)OC(=O)C)(=O)C.[Na+], predict the reaction product. The product is: [CH2:12]([O:11][C:9]([N:4]1[CH2:3][CH:2]([CH3:1])[N:7]([CH3:21])[CH:6]([CH3:8])[CH2:5]1)=[O:10])[C:13]1[CH:18]=[CH:17][CH:16]=[CH:15][CH:14]=1. (4) Given the reactants Cl[C:2]1[C:7]([F:8])=[C:6]([N:9]2[CH2:14][CH2:13][O:12][CH2:11][CH2:10]2)[N:5]=[C:4]([NH:15][C@H:16]([C:18]2[N:23]=[CH:22][C:21]([F:24])=[CH:20][N:19]=2)[CH3:17])[N:3]=1.[CH3:25][C:26]1[S:30][C:29]([NH2:31])=[N:28][CH:27]=1.C1C=CC(P(C2C(C3C(P(C4C=CC=CC=4)C4C=CC=CC=4)=CC=C4C=3C=CC=C4)=C3C(C=CC=C3)=CC=2)C2C=CC=CC=2)=CC=1.C([O-])([O-])=O.[Cs+].[Cs+], predict the reaction product. The product is: [F:8][C:7]1[C:2]([NH:31][C:29]2[S:30][C:26]([CH3:25])=[CH:27][N:28]=2)=[N:3][C:4]([NH:15][C@H:16]([C:18]2[N:23]=[CH:22][C:21]([F:24])=[CH:20][N:19]=2)[CH3:17])=[N:5][C:6]=1[N:9]1[CH2:14][CH2:13][O:12][CH2:11][CH2:10]1. (5) The product is: [O:10]1[C:11]([C:14]2[CH:15]=[CH:16][C:17]([OH:20])=[CH:18][CH:19]=2)=[CH:12][N:13]=[C:9]1[C:6]1[CH:7]=[CH:8][C:3]([OH:2])=[CH:4][CH:5]=1. Given the reactants C[O:2][C:3]1[CH:8]=[CH:7][C:6]([C:9]2[O:10][C:11]([C:14]3[CH:19]=[CH:18][C:17]([O:20]C)=[CH:16][CH:15]=3)=[CH:12][N:13]=2)=[CH:5][CH:4]=1.Cl.[NH+]1C=CC=CC=1.O, predict the reaction product.